This data is from Catalyst prediction with 721,799 reactions and 888 catalyst types from USPTO. The task is: Predict which catalyst facilitates the given reaction. (1) Reactant: [O:1]=[C:2]1[C@@H:8]([NH:9]C(=O)OC(C)(C)C)[CH2:7][CH2:6][C:5]2[CH:17]=[C:18]([C:21]3[CH:26]=[CH:25][CH:24]=[CH:23][CH:22]=3)[CH:19]=[CH:20][C:4]=2[NH:3]1.[ClH:27]. Product: [ClH:27].[NH2:9][C@H:8]1[CH2:7][CH2:6][C:5]2[CH:17]=[C:18]([C:21]3[CH:22]=[CH:23][CH:24]=[CH:25][CH:26]=3)[CH:19]=[CH:20][C:4]=2[NH:3][C:2]1=[O:1]. The catalyst class is: 12. (2) Reactant: [C:1]([O:9][C@H:10]1[C@H:15]([CH2:16][CH:17]=[CH2:18])[O:14][C@@H:13]([C@H:19]([OH:22])CO)[C@H:12]2[O:23][C:24]3([O:30][C@@H:11]12)[CH2:29][CH2:28][CH2:27][CH2:26][CH2:25]3)(=[O:8])[C:2]1[CH:7]=[CH:6][CH:5]=[CH:4][CH:3]=1.O.I([O-])(=O)(=O)=O.[Na+]. Product: [C:1]([O:9][C@H:10]1[C@H:15]([CH2:16][CH:17]=[CH2:18])[O:14][C@@H:13]([CH:19]=[O:22])[C@H:12]2[O:23][C:24]3([O:30][C@@H:11]12)[CH2:29][CH2:28][CH2:27][CH2:26][CH2:25]3)(=[O:8])[C:2]1[CH:3]=[CH:4][CH:5]=[CH:6][CH:7]=1. The catalyst class is: 13. (3) Reactant: [Br:1][C:2]1[CH:3]=[C:4]([NH2:11])[C:5]2[N:9]=[CH:8][NH:7][C:6]=2[CH:10]=1.[C:12](O[C:12]([O:14][C:15]([CH3:18])([CH3:17])[CH3:16])=[O:13])([O:14][C:15]([CH3:18])([CH3:17])[CH3:16])=[O:13]. Product: [NH2:11][C:4]1[C:5]2[N:9]=[CH:8][N:7]([C:12]([O:14][C:15]([CH3:18])([CH3:17])[CH3:16])=[O:13])[C:6]=2[CH:10]=[C:2]([Br:1])[CH:3]=1. The catalyst class is: 64. (4) Reactant: [CH3:1][CH:2]1[CH:6]2[C:7]([NH:9][CH:10]=[C:11]([CH3:12])[CH:5]2[CH2:4][CH2:3]1)=[O:8].[Cl:13][C:14]1[CH:19]=[CH:18][C:17]([Bi]([C:17]2[CH:18]=[CH:19][C:14]([Cl:13])=[CH:15][CH:16]=2)[C:17]2[CH:18]=[CH:19][C:14]([Cl:13])=[CH:15][CH:16]=2)=[CH:16][CH:15]=1.C(N(CC)CC)C. The catalyst class is: 221. Product: [Cl:13][C:14]1[CH:19]=[CH:18][C:17]([N:9]2[CH2:10][C@@H:11]([CH3:12])[C@H:5]3[CH2:4][CH2:3][C@H:2]([CH3:1])[C@H:6]3[C:7]2=[O:8])=[CH:16][CH:15]=1. (5) Reactant: C[C:2]1[O:3][C:4](=[O:12])[C:5]2[CH:11]=[CH:10][N:9]=[CH:8][C:6]=2[N:7]=1.CC1[O:15][C:16](=[O:24])[C:17]2[CH:23]=[CH:22][CH:21]=[N:20][C:18]=2[N:19]=1.[N-:25]=[N+:26]=[N-:27].[Na+]. Product: [NH:20]1[C:18]([C:6]2[CH:8]=[N:9][CH:10]=[CH:11][C:5]=2[C:4]([OH:3])=[O:12])=[N:19][N:26]=[N:25]1.[NH:25]1[C:2]([C:18]2[N:20]=[CH:21][CH:22]=[CH:23][C:17]=2[C:16]([OH:15])=[O:24])=[N:7][N:27]=[N:26]1. The catalyst class is: 15. (6) The catalyst class is: 4. Product: [CH2:66]([O:65][C:62]1[CH:61]=[CH:60][C:59]([CH2:58][C@H:53]([NH:52][C:21]([C@@H:11](/[CH:10]=[CH:9]/[CH2:8][CH2:7][CH2:6][CH2:5][CH2:4][CH2:3][C:2]([F:1])([F:51])[CH2:44][CH2:45][CH2:46][CH2:47][CH2:48][CH2:49][CH3:50])[C@@:12]([OH:20])([CH2:16][CH2:17][O:18][CH3:19])[C:13]([O:15][C:11]([CH3:21])([CH3:12])[CH3:10])=[O:14])=[O:22])[C:54]([O:56][CH3:57])=[O:55])=[CH:64][CH:63]=1)[C:67]#[C:68][CH3:69]. Reactant: [F:1][C:2]([F:51])([CH2:44][CH2:45][CH2:46][CH2:47][CH2:48][CH2:49][CH3:50])[CH2:3][CH2:4][CH2:5][CH2:6][CH2:7][CH2:8]/[CH:9]=[CH:10]/[C@H:11]([C:21](N1[C@@H](C(C)C)C(C2C=CC=CC=2)(C2C=CC=CC=2)SC1=O)=[O:22])[C@@:12]([OH:20])([CH2:16][CH2:17][O:18][CH3:19])[C:13]([O-:15])=[O:14].[NH2:52][C@@H:53]([CH2:58][C:59]1[CH:64]=[CH:63][C:62]([O:65][CH2:66][C:67]#[C:68][CH3:69])=[CH:61][CH:60]=1)[C:54]([O:56][CH3:57])=[O:55].